From a dataset of Forward reaction prediction with 1.9M reactions from USPTO patents (1976-2016). Predict the product of the given reaction. (1) Given the reactants [C:1]([O:5][C:6]([CH2:8][N:9]([CH:17]([CH2:46][C:47]1[CH:52]=[CH:51][C:50]([N+:53]([O-])=O)=[CH:49][CH:48]=1)[CH2:18][N:19]([CH2:38][C:39]([O:41][C:42]([CH3:45])([CH3:44])[CH3:43])=[O:40])[CH2:20][CH2:21][N:22]([CH2:30][C:31]([O:33][C:34]([CH3:37])([CH3:36])[CH3:35])=[O:32])[CH2:23][C:24]1[CH:29]=[CH:28][CH:27]=[CH:26][CH:25]=1)[CH2:10][C:11]1[CH:16]=[CH:15][CH:14]=[CH:13][CH:12]=1)=[O:7])([CH3:4])([CH3:3])[CH3:2].[BH4-].[Na+], predict the reaction product. The product is: [C:1]([O:5][C:6]([CH2:8][N:9]([CH:17]([CH2:46][C:47]1[CH:52]=[CH:51][C:50]([NH2:53])=[CH:49][CH:48]=1)[CH2:18][N:19]([CH2:38][C:39]([O:41][C:42]([CH3:43])([CH3:44])[CH3:45])=[O:40])[CH2:20][CH2:21][N:22]([CH2:30][C:31]([O:33][C:34]([CH3:35])([CH3:36])[CH3:37])=[O:32])[CH2:23][C:24]1[CH:25]=[CH:26][CH:27]=[CH:28][CH:29]=1)[CH2:10][C:11]1[CH:12]=[CH:13][CH:14]=[CH:15][CH:16]=1)=[O:7])([CH3:2])([CH3:3])[CH3:4]. (2) Given the reactants [CH3:1][C:2]1[CH:7]=[CH:6][C:5]([C:8]2[CH:13]=[C:12]([O:14][CH2:15][CH:16]3[CH2:20][CH2:19][CH2:18][O:17]3)[CH:11]=[C:10]([C:21](O)=[O:22])[CH:9]=2)=[CH:4][CH:3]=1.Cl.Cl.[CH3:26][C:27]1[N:32]=[CH:31][C:30]([C@H:33]([NH2:35])[CH3:34])=[CH:29][CH:28]=1.F[P-](F)(F)(F)(F)F.C[N+](C)=C(N(C)C)ON1C2N=CC=CC=2N=N1.C(N(CC)C(C)C)(C)C, predict the reaction product. The product is: [CH3:1][C:2]1[CH:3]=[CH:4][C:5]([C:8]2[CH:13]=[C:12]([O:14][CH2:15][CH:16]3[CH2:20][CH2:19][CH2:18][O:17]3)[CH:11]=[C:10]([C:21]([NH:35][C@@H:33]([C:30]3[CH:31]=[N:32][C:27]([CH3:26])=[CH:28][CH:29]=3)[CH3:34])=[O:22])[CH:9]=2)=[CH:6][CH:7]=1. (3) Given the reactants [C:1]1(=[O:11])[O:6][C:4](=O)[C:3]2=[CH:7][CH:8]=[CH:9][CH:10]=[C:2]12.[NH2:12][C@@H:13]([CH2:18][OH:19])[CH2:14][CH:15]([CH3:17])[CH3:16].O, predict the reaction product. The product is: [OH:19][CH2:18][C@H:13]([N:12]1[C:1](=[O:11])[C:2]2[C:3](=[CH:7][CH:8]=[CH:9][CH:10]=2)[C:4]1=[O:6])[CH2:14][CH:15]([CH3:17])[CH3:16]. (4) The product is: [CH3:5][O:38][C:30]1[CH2:31][CH2:32][C@@:33]2([CH3:34])[C:28](=[CH:27][CH2:26][C@@H:25]3[C@@H:35]2[CH2:36][CH2:37][C@@:20]2([CH2:19][CH3:18])[C@H:24]3[CH2:23][CH2:22][C:21]2=[O:39])[CH:29]=1. Given the reactants S([C:5]1C=CC(C)=CC=1)([O-])(=O)=O.[NH+]1C=CC=CC=1.[CH3:18][CH2:19][C@:20]12[CH2:37][CH2:36][C@H:35]3[C@@H:25]([CH:26]=[CH:27][C:28]4[C@:33]3([CH3:34])[CH2:32][CH2:31][C:30](=[O:38])[CH:29]=4)[C@@H:24]1[CH2:23][CH2:22][C:21]2=[O:39].N1C=CC=CC=1, predict the reaction product. (5) Given the reactants [CH3:1][C:2]1[O:6][C:5]([C:7]2[N:12]3[N:13]=[C:14]([NH2:16])[N:15]=[C:11]3[CH:10]=[C:9]([C:17]3[CH:18]=[N:19][CH:20]=[CH:21][CH:22]=3)[CH:8]=2)=[N:4][N:3]=1.C([O-])(=O)C.C([O-])(=O)C.C([Sn+2]CCCC)CCC.[CH2:40]([N:42]=[C:43]=[O:44])[CH3:41], predict the reaction product. The product is: [CH2:40]([NH:42][C:43]([NH:16][C:14]1[N:15]=[C:11]2[CH:10]=[C:9]([C:17]3[CH:18]=[N:19][CH:20]=[CH:21][CH:22]=3)[CH:8]=[C:7]([C:5]3[O:6][C:2]([CH3:1])=[N:3][N:4]=3)[N:12]2[N:13]=1)=[O:44])[CH3:41].